Predict the reaction yield, written as a fraction of the theoretical maximum amount of product (1.0 means a 100% yield; for example, 0.34 means a 34% yield). From a dataset of Reaction yield outcomes from USPTO patents with 853,638 reactions. The reactants are I[C:2]1[C:10]2[C:5](=[CH:6][C:7]([C@H:11]3[C@@:13]4([C:21]5[C:16](=[CH:17][CH:18]=[CH:19][CH:20]=5)[N:15]([CH3:22])[C:14]4=[O:23])[CH2:12]3)=[CH:8][CH:9]=2)[NH:4][N:3]=1.CC1(C)C(C)(C)OB(/[CH:32]=[CH:33]/[C:34]2[CH:39]=[CH:38][C:37]([N:40]3[CH2:45][CH2:44][N:43](C(OC(C)(C)C)=O)[CH2:42][CH2:41]3)=[CH:36][CH:35]=2)O1.[C:54]([OH:60])([C:56]([F:59])([F:58])[F:57])=[O:55]. The catalyst is C(Cl)Cl. The product is [F:57][C:56]([F:59])([F:58])[C:54]([OH:60])=[O:55].[CH3:22][N:15]1[C:16]2[C:21](=[CH:20][CH:19]=[CH:18][CH:17]=2)[C@:13]2([CH2:12][C@H:11]2[C:7]2[CH:6]=[C:5]3[C:10]([C:2](/[CH:32]=[CH:33]/[C:34]4[CH:35]=[CH:36][C:37]([N:40]5[CH2:45][CH2:44][NH:43][CH2:42][CH2:41]5)=[CH:38][CH:39]=4)=[N:3][NH:4]3)=[CH:9][CH:8]=2)[C:14]1=[O:23]. The yield is 0.0400.